Dataset: Forward reaction prediction with 1.9M reactions from USPTO patents (1976-2016). Task: Predict the product of the given reaction. (1) Given the reactants [Br:1][C:2]1[C:7](=[O:8])[N:6]2[CH:9]=[C:10]([F:13])[CH:11]=[CH:12][C:5]2=[N:4][C:3]=1[CH:14]([NH:16][CH2:17][CH2:18][S:19]([CH2:22][CH3:23])(=[O:21])=[O:20])[CH3:15].[F:24][C:25]1[CH:30]=[CH:29][C:28]([CH2:31][C:32](O)=[O:33])=[CH:27][C:26]=1[C:35]([F:38])([F:37])[F:36].C(Cl)CCl.C1C=CC2N(O)N=NC=2C=1.CN1CCOCC1, predict the reaction product. The product is: [Br:1][C:2]1[C:7](=[O:8])[N:6]2[CH:9]=[C:10]([F:13])[CH:11]=[CH:12][C:5]2=[N:4][C:3]=1[CH:14]([N:16]([CH2:17][CH2:18][S:19]([CH2:22][CH3:23])(=[O:21])=[O:20])[C:32](=[O:33])[CH2:31][C:28]1[CH:29]=[CH:30][C:25]([F:24])=[C:26]([C:35]([F:36])([F:38])[F:37])[CH:27]=1)[CH3:15]. (2) Given the reactants C[N+]1([O-])CC[O:5]CC1.[C:9]1(/[CH:15]=[CH:16]/[C:17]2[CH:22]=[CH:21][CH:20]=[CH:19][CH:18]=2)[CH:14]=[CH:13][CH:12]=[CH:11][CH:10]=1.[OH2:23].CC(C)=O.C(#N)C, predict the reaction product. The product is: [C:9]1([CH:15]([OH:5])[CH:16]([C:17]2[CH:18]=[CH:19][CH:20]=[CH:21][CH:22]=2)[OH:23])[CH:14]=[CH:13][CH:12]=[CH:11][CH:10]=1. (3) Given the reactants [CH2:1]([NH:3][C:4](=[N:7][C:8]#[N:9])[S:5][CH3:6])[CH3:2].[CH3:10][O:11]CCN.C(N)C, predict the reaction product. The product is: [CH3:10][O:11][CH:1]([NH:3][C:4](=[N:7][C:8]#[N:9])[S:5][CH3:6])[CH3:2]. (4) Given the reactants [C:1]1([CH:7]2[S:12][CH2:11][CH2:10][CH2:9][S:8]2)[CH:6]=[CH:5][CH:4]=[CH:3][CH:2]=1.[Li:13]CCCC.C=CC=C.C=CC=C.C=CC1C=CC=CC=1, predict the reaction product. The product is: [Li:13][C:7]1([C:1]2[CH:2]=[CH:3][CH:4]=[CH:5][CH:6]=2)[S:8][CH2:9][CH2:10][CH2:11][S:12]1. (5) Given the reactants [F:1][C:2]1[CH:10]=[CH:9][C:8]([CH:11]=[O:12])=[CH:7][C:3]=1[C:4]([OH:6])=O.F[P-](F)(F)(F)(F)F.N1(OC(N(C)C)=[N+](C)C)C2C=CC=CC=2N=N1.C(N(CC)C(C)C)(C)C.[CH3:46][N:47]([C@@H:53]1[CH2:57][CH2:56][NH:55][CH2:54]1)[C:48]([CH:50]1[CH2:52][CH2:51]1)=[O:49], predict the reaction product. The product is: [F:1][C:2]1[CH:10]=[CH:9][C:8]([CH:11]=[O:12])=[CH:7][C:3]=1[C:4]([N:55]1[CH2:56][CH2:57][C@@H:53]([N:47]([CH3:46])[C:48]([CH:50]2[CH2:51][CH2:52]2)=[O:49])[CH2:54]1)=[O:6]. (6) Given the reactants [F:1][C:2]1([F:42])[CH2:7][CH2:6][CH:5]([C:8]2[CH:41]=[CH:40][C:11]([CH2:12][O:13][C:14]3[CH:19]=[CH:18][CH:17]=[CH:16][C:15]=3[C:20]3[N:25]=[C:24]([N:26]4[C:30]([C:31]([F:34])([F:33])[F:32])=[C:29]([C:35]([O:37]CC)=[O:36])[CH:28]=[N:27]4)[CH:23]=[CH:22][CH:21]=3)=[CH:10][CH:9]=2)[CH2:4][CH2:3]1.[OH-:43].[Li+].Cl.[O:46]1CCOCC1, predict the reaction product. The product is: [C:30]([OH:46])([C:31]([F:34])([F:33])[F:32])=[O:43].[F:42][C:2]1([F:1])[CH2:7][CH2:6][CH:5]([C:8]2[CH:41]=[CH:40][C:11]([CH2:12][O:13][C:14]3[CH:19]=[CH:18][CH:17]=[CH:16][C:15]=3[C:20]3[N:25]=[C:24]([N:26]4[C:30]([C:31]([F:33])([F:34])[F:32])=[C:29]([C:35]([OH:37])=[O:36])[CH:28]=[N:27]4)[CH:23]=[CH:22][CH:21]=3)=[CH:10][CH:9]=2)[CH2:4][CH2:3]1. (7) Given the reactants [F:1][C:2]1[C:7]([F:8])=[CH:6][CH:5]=[CH:4][C:3]=1[C:9]1=[CH:10][C:11]2[C:12]([CH:17]([O:20][Si](C(C)C)(C(C)C)C(C)C)[CH2:18][CH2:19]1)=[N:13][CH:14]=[CH:15][CH:16]=2.CCCC[N+](CCCC)(CCCC)CCCC.[F-], predict the reaction product. The product is: [F:1][C:2]1[C:7]([F:8])=[CH:6][CH:5]=[CH:4][C:3]=1[C:9]1=[CH:10][C:11]2[C:12]([CH:17]([OH:20])[CH2:18][CH2:19]1)=[N:13][CH:14]=[CH:15][CH:16]=2. (8) Given the reactants C([N:8](CC1C=CC=CC=1)[C:9]1[CH:10]=[C:11]([C:16]([OH:19])([CH3:18])[CH3:17])[CH:12]=[C:13]([F:15])[CH:14]=1)C1C=CC=CC=1, predict the reaction product. The product is: [NH2:8][C:9]1[CH:10]=[C:11]([C:16]([OH:19])([CH3:17])[CH3:18])[CH:12]=[C:13]([F:15])[CH:14]=1.